This data is from Full USPTO retrosynthesis dataset with 1.9M reactions from patents (1976-2016). The task is: Predict the reactants needed to synthesize the given product. Given the product [C:44]1([CH:54]([NH:56][C:17]([C:12]2[C:11]3[CH:10]=[N:9][N:8]([C:5]4[CH:4]=[CH:3][C:2]([F:1])=[CH:7][CH:6]=4)[C:16]=3[CH:15]=[CH:14][CH:13]=2)=[O:19])[CH3:55])[C:53]2[C:48](=[CH:49][CH:50]=[CH:51][CH:52]=2)[CH:47]=[CH:46][CH:45]=1, predict the reactants needed to synthesize it. The reactants are: [F:1][C:2]1[CH:7]=[CH:6][C:5]([N:8]2[C:16]3[CH:15]=[CH:14][CH:13]=[C:12]([C:17]([OH:19])=O)[C:11]=3[CH:10]=[N:9]2)=[CH:4][CH:3]=1.F[P-](F)(F)(F)(F)F.N1(OC(N(C)C)=[N+](C)C)C2N=CC=CC=2N=N1.[C:44]1([CH:54]([NH2:56])[CH3:55])[C:53]2[C:48](=[CH:49][CH:50]=[CH:51][CH:52]=2)[CH:47]=[CH:46][CH:45]=1.CN1CCOCC1.